This data is from Full USPTO retrosynthesis dataset with 1.9M reactions from patents (1976-2016). The task is: Predict the reactants needed to synthesize the given product. Given the product [CH3:15][S:16]([O:7][CH:4]1[CH2:5][CH2:6][CH:2]([CH3:1])[CH2:3]1)(=[O:18])=[O:17], predict the reactants needed to synthesize it. The reactants are: [CH3:1][CH:2]1[CH2:6][CH2:5][CH:4]([OH:7])[CH2:3]1.C(N(CC)CC)C.[CH3:15][S:16](Cl)(=[O:18])=[O:17].